From a dataset of CYP1A2 inhibition data for predicting drug metabolism from PubChem BioAssay. Regression/Classification. Given a drug SMILES string, predict its absorption, distribution, metabolism, or excretion properties. Task type varies by dataset: regression for continuous measurements (e.g., permeability, clearance, half-life) or binary classification for categorical outcomes (e.g., BBB penetration, CYP inhibition). Dataset: cyp1a2_veith. The drug is Cc1cccc(Nc2c([N+](=O)[O-])cc([N+](=O)[O-])c3cccnc23)c1C. The result is 1 (inhibitor).